Dataset: Retrosynthesis with 50K atom-mapped reactions and 10 reaction types from USPTO. Task: Predict the reactants needed to synthesize the given product. (1) Given the product CN1C(=O)c2c(c3ccc(Cl)cc3n2CCN2CCCCC2)Oc2ccccc21, predict the reactants needed to synthesize it. The reactants are: CN1C(=O)c2[nH]c3cc(Cl)ccc3c2Oc2ccccc21.ClCCN1CCCCC1. (2) The reactants are: COc1ccc(N)cc1.ClCCCOc1ccc2ccccc2c1. Given the product COc1ccc(NCCCOc2ccc3ccccc3c2)cc1, predict the reactants needed to synthesize it. (3) Given the product CCOC(=O)c1ccc(CN2CCC[C@H](N(C)C(=O)OC(C)(C)C)C2)c(OC(F)(F)F)c1, predict the reactants needed to synthesize it. The reactants are: CCOC(=O)c1ccc(C=O)c(OC(F)(F)F)c1.CN(C(=O)OC(C)(C)C)[C@H]1CCCNC1. (4) The reactants are: CC(C)n1c(-c2cc3c(s2)-c2ccc(Br)cc2OCC3)n[nH]c1=O.CC1(C)OB(c2cn[nH]c2)OC1(C)C. Given the product CC(C)n1c(-c2cc3c(s2)-c2ccc(-c4cn[nH]c4)cc2OCC3)n[nH]c1=O, predict the reactants needed to synthesize it. (5) Given the product Cn1cnc(Nc2nc(Cl)nc3c2CCC3)c1, predict the reactants needed to synthesize it. The reactants are: Clc1nc(Cl)c2c(n1)CCC2.Cn1cnc(N)c1. (6) Given the product Cc1cc(OCC(C)c2sc(-c3ccc(C(F)(F)F)cc3)cc2C)ccc1CCC(=O)O, predict the reactants needed to synthesize it. The reactants are: COC(=O)CCc1ccc(OCC(C)c2sc(-c3ccc(C(F)(F)F)cc3)cc2C)cc1C. (7) Given the product CC(C)OC(C(=O)Nc1ccc2[nH]nc(I)c2c1)c1ccccc1, predict the reactants needed to synthesize it. The reactants are: CC(C)OC(C(=O)O)c1ccccc1.Nc1ccc2[nH]nc(I)c2c1.